From a dataset of Reaction yield outcomes from USPTO patents with 853,638 reactions. Predict the reaction yield, written as a fraction of the theoretical maximum amount of product (1.0 means a 100% yield; for example, 0.34 means a 34% yield). (1) The reactants are P(Cl)(Cl)([Cl:3])=O.[CH2:6]([O:8][C:9]([C:11]1[C:20](=O)[C:19]2[C:14](=[CH:15][CH:16]=[CH:17][CH:18]=2)[NH:13][C:12]=1[CH:22]1[CH2:24][CH2:23]1)=[O:10])[CH3:7].C(=O)(O)[O-].[Na+]. The catalyst is C(#N)C. The product is [CH2:6]([O:8][C:9]([C:11]1[C:12]([CH:22]2[CH2:24][CH2:23]2)=[N:13][C:14]2[C:19]([C:20]=1[Cl:3])=[CH:18][CH:17]=[CH:16][CH:15]=2)=[O:10])[CH3:7]. The yield is 1.06. (2) The catalyst is O1CCOCC1.O. The reactants are [Cl:1][C:2]1[CH:7]=[C:6]([F:8])[C:5]([C:9]2[C:18]3[C:13](=[CH:14][C:15]([N:19]4[CH2:24][CH2:23][O:22][CH2:21][CH2:20]4)=[CH:16][CH:17]=3)[N:12]=[CH:11][N:10]=2)=[CH:4][C:3]=1[C:25]([C:27]1[N:28]=[N:29][C:30](Cl)=[CH:31][CH:32]=1)=[O:26].[OH:34]CCC#N.[H-].[Na+].Cl. The product is [Cl:1][C:2]1[CH:7]=[C:6]([F:8])[C:5]([C:9]2[C:18]3[C:13](=[CH:14][C:15]([N:19]4[CH2:24][CH2:23][O:22][CH2:21][CH2:20]4)=[CH:16][CH:17]=3)[N:12]=[CH:11][N:10]=2)=[CH:4][C:3]=1[C:25]([C:27]1[CH:32]=[CH:31][C:30](=[O:34])[NH:29][N:28]=1)=[O:26]. The yield is 0.360. (3) The reactants are [C:1]1([C:7]2[O:8][C:9]3[CH2:14][CH2:13][N:12]([C:15]4[N:22]=[CH:21][CH:20]=[CH:19][C:16]=4C#N)[CH2:11][C:10]=3[N:23]=2)[CH:6]=[CH:5][CH:4]=[CH:3][CH:2]=1.BrC1C=CC=CN=1. The catalyst is CCOC(C)=O. The product is [C:1]1([C:7]2[O:8][C:9]3[CH2:14][CH2:13][N:12]([C:15]4[CH:16]=[CH:19][CH:20]=[CH:21][N:22]=4)[CH2:11][C:10]=3[N:23]=2)[CH:2]=[CH:3][CH:4]=[CH:5][CH:6]=1. The yield is 0.0400. (4) The reactants are [CH2:1]([CH:8]1[N:13]([C:14]2[CH:19]=[CH:18][CH:17]=[C:16]([N+:20]([O-])=O)[N:15]=2)[CH2:12][CH2:11][N:10]([C:23]2[CH:31]=[C:30]3[C:26]([C:27]([CH2:36][CH3:37])=[N:28][N:29]3[CH:32]3[CH2:35][CH2:34][CH2:33]3)=[CH:25][CH:24]=2)[CH2:9]1)[C:2]1[CH:7]=[CH:6][CH:5]=[CH:4][CH:3]=1.S(S([O-])=O)([O-])=O.[Na+].[Na+]. The catalyst is C1COCC1.O. The product is [CH2:1]([C@H:8]1[CH2:9][N:10]([C:23]2[CH:31]=[C:30]3[C:26]([C:27]([CH2:36][CH3:37])=[N:28][N:29]3[CH:32]3[CH2:35][CH2:34][CH2:33]3)=[CH:25][CH:24]=2)[CH2:11][CH2:12][N:13]1[C:14]1[N:15]=[C:16]([NH2:20])[CH:17]=[CH:18][CH:19]=1)[C:2]1[CH:7]=[CH:6][CH:5]=[CH:4][CH:3]=1. The yield is 0.0200.